From a dataset of Forward reaction prediction with 1.9M reactions from USPTO patents (1976-2016). Predict the product of the given reaction. (1) Given the reactants [F:1][C:2]1[C:3]([O:19][CH3:20])=[C:4]([C@H:8]([CH3:18])[CH2:9][C@:10]([OH:17])([C:13]([F:16])([F:15])[F:14])[CH:11]=O)[CH:5]=[CH:6][CH:7]=1.[NH2:21][C:22]1[CH:31]=[CH:30][CH:29]=[C:28]2[C:23]=1[CH:24]=[N:25][N:26]([CH3:33])[C:27]2=[O:32], predict the reaction product. The product is: [F:1][C:2]1[C:3]([O:19][CH3:20])=[C:4]([C@H:8]([CH3:18])[CH2:9][C@:10]([OH:17])([C:13]([F:14])([F:15])[F:16])[CH:11]=[N:21][C:22]2[CH:31]=[CH:30][CH:29]=[C:28]3[C:23]=2[CH:24]=[N:25][N:26]([CH3:33])[C:27]3=[O:32])[CH:5]=[CH:6][CH:7]=1. (2) Given the reactants C(OC(=O)[NH:7][CH2:8][CH2:9][CH2:10][N:11]([CH2:14][C:15]1[CH:20]=[CH:19][CH:18]=[C:17]([C:21]2[C:26]([F:27])=[CH:25][N:24]=[C:23](Cl)[N:22]=2)[CH:16]=1)[CH2:12][CH3:13])(C)(C)C.[Cl:30][C:31]1[CH:32]=[C:33]([CH2:37][CH2:38][NH2:39])[CH:34]=[CH:35][CH:36]=1, predict the reaction product. The product is: [Cl:30][C:31]1[CH:32]=[C:33]([CH2:37][CH2:38][NH:39][C:23]2[N:22]=[C:21]([C:17]3[CH:16]=[C:15]([CH:20]=[CH:19][CH:18]=3)[CH2:14][N:11]([CH2:12][CH3:13])[CH2:10][CH2:9][CH2:8][NH2:7])[C:26]([F:27])=[CH:25][N:24]=2)[CH:34]=[CH:35][CH:36]=1. (3) Given the reactants Cl.[Cl:2][C:3]1[CH:8]=[CH:7][CH:6]=[CH:5][C:4]=1[N:9]1[CH2:14][CH2:13][NH:12][CH2:11][CH2:10]1.[C:15]1([C:23]2[CH:28]=[CH:27][CH:26]=[CH:25][CH:24]=2)[CH:20]=[CH:19][CH:18]=[C:17]([CH:21]=O)[CH:16]=1.[BH-](OC(C)=O)(OC(C)=O)OC(C)=O.[Na+].C1(C2C=CC=CC=2)C=CC=CC=1CN1CCN(C2C=CC=CC=2)CC1, predict the reaction product. The product is: [C:15]1([C:23]2[CH:24]=[CH:25][CH:26]=[CH:27][CH:28]=2)[CH:20]=[CH:19][CH:18]=[C:17]([CH2:21][N:12]2[CH2:13][CH2:14][N:9]([C:4]3[CH:5]=[CH:6][CH:7]=[CH:8][C:3]=3[Cl:2])[CH2:10][CH2:11]2)[CH:16]=1. (4) The product is: [Cl:11][C:7]1[C:3]2[C:4](=[O:6])[O:5][C:25]([C:24]3[CH:28]=[CH:29][CH:30]=[CH:31][C:23]=3[Cl:22])=[N:1][C:2]=2[CH:10]=[CH:9][CH:8]=1. Given the reactants [NH2:1][C:2]1[CH:10]=[CH:9][CH:8]=[C:7]([Cl:11])[C:3]=1[C:4]([OH:6])=[O:5].FC1C=CC=CC=1C(Cl)=O.[Cl:22][C:23]1[CH:31]=[CH:30][CH:29]=[CH:28][C:24]=1[C:25](Cl)=O, predict the reaction product. (5) Given the reactants [Cl-].[Li+].[CH:3]([Mg]Cl)=[CH2:4].[C:7]1(=[CH:10][C:11]([O:13][CH2:14][CH3:15])=[O:12])[CH2:9][CH2:8]1, predict the reaction product. The product is: [CH:3]([C:7]1([CH2:10][C:11]([O:13][CH2:14][CH3:15])=[O:12])[CH2:9][CH2:8]1)=[CH2:4].